The task is: Predict the reaction yield, written as a fraction of the theoretical maximum amount of product (1.0 means a 100% yield; for example, 0.34 means a 34% yield).. This data is from Reaction yield outcomes from USPTO patents with 853,638 reactions. (1) The reactants are [F:1][C:2]1[CH:9]=[C:8]([C:10]2[CH:15]=[CH:14][N:13]=[C:12]3[NH:16][C:17]([C:19]4[CH:20]=[N:21][N:22]([CH3:24])[CH:23]=4)=[N:18][C:11]=23)[CH:7]=[CH:6][C:3]=1[CH2:4][NH2:5].[F:25][C:26]([F:36])([F:35])[C:27]1[S:28][CH:29]=[C:30]([C:32](O)=[O:33])[N:31]=1. No catalyst specified. The product is [F:1][C:2]1[CH:9]=[C:8]([C:10]2[CH:15]=[CH:14][N:13]=[C:12]3[NH:16][C:17]([C:19]4[CH:20]=[N:21][N:22]([CH3:24])[CH:23]=4)=[N:18][C:11]=23)[CH:7]=[CH:6][C:3]=1[CH2:4][NH:5][C:32]([C:30]1[N:31]=[C:27]([C:26]([F:36])([F:25])[F:35])[S:28][CH:29]=1)=[O:33]. The yield is 0.296. (2) The reactants are [CH:1]1[C:13]2[CH2:12][C:11]3[C:6](=[CH:7][CH:8]=[CH:9][CH:10]=3)[C:5]=2[CH:4]=[CH:3][C:2]=1[C:14](O)=[O:15].[CH3:17][O:18][C:19]1[CH:24]=[CH:23][CH:22]=[CH:21][C:20]=1[N:25]1[CH2:30][CH2:29][N:28]([CH2:31]/[CH:32]=[CH:33]/[CH2:34][NH2:35])[CH2:27][CH2:26]1.Cl. No catalyst specified. The product is [CH3:17][O:18][C:19]1[CH:24]=[CH:23][CH:22]=[CH:21][C:20]=1[N:25]1[CH2:26][CH2:27][N:28]([CH2:31]/[CH:32]=[CH:33]/[CH2:34][NH:35][C:14]([C:2]2[CH:1]=[CH:13][C:12]3[C:11]4[C:6](=[CH:7][CH:8]=[CH:9][CH:10]=4)[CH2:5][C:4]=3[CH:3]=2)=[O:15])[CH2:29][CH2:30]1. The yield is 0.610. (3) The reactants are [Cl:1][C:2]1[CH:7]=[C:6]([NH:8][CH:9]2[CH2:11][CH2:10]2)[N:5]2[N:12]=[CH:13][CH:14]=[C:4]2[N:3]=1.[NH2:15][C:16]1[CH:23]=[CH:22][C:19]([C:20]#[N:21])=[CH:18][CH:17]=1.Cl. The catalyst is CCO. The product is [ClH:1].[CH:9]1([NH:8][C:6]2[N:5]3[N:12]=[CH:13][CH:14]=[C:4]3[N:3]=[C:2]([NH:15][C:16]3[CH:23]=[CH:22][C:19]([C:20]#[N:21])=[CH:18][CH:17]=3)[CH:7]=2)[CH2:11][CH2:10]1. The yield is 0.630.